From a dataset of Reaction yield outcomes from USPTO patents with 853,638 reactions. Predict the reaction yield, written as a fraction of the theoretical maximum amount of product (1.0 means a 100% yield; for example, 0.34 means a 34% yield). The reactants are [Cl-].O[NH3+:3].[C:4](=[O:7])([O-])[OH:5].[Na+].CS(C)=O.[CH2:13]([C:15]1[N:16]([C:40]2[CH:45]=[CH:44][CH:43]=[C:42]([C:46]([OH:49])([CH3:48])[CH3:47])[CH:41]=2)[C:17](=[O:39])[C:18]([CH2:24][C:25]2[CH:30]=[CH:29][C:28]([C:31]3[C:32]([C:37]#[N:38])=[CH:33][CH:34]=[CH:35][CH:36]=3)=[CH:27][CH:26]=2)=[C:19]([CH2:21][CH2:22][CH3:23])[N:20]=1)[CH3:14]. The catalyst is O. The product is [CH2:13]([C:15]1[N:16]([C:40]2[CH:45]=[CH:44][CH:43]=[C:42]([C:46]([OH:49])([CH3:47])[CH3:48])[CH:41]=2)[C:17](=[O:39])[C:18]([CH2:24][C:25]2[CH:26]=[CH:27][C:28]([C:31]3[CH:36]=[CH:35][CH:34]=[CH:33][C:32]=3[C:37]3[NH:3][C:4](=[O:7])[O:5][N:38]=3)=[CH:29][CH:30]=2)=[C:19]([CH2:21][CH2:22][CH3:23])[N:20]=1)[CH3:14]. The yield is 0.650.